Dataset: Full USPTO retrosynthesis dataset with 1.9M reactions from patents (1976-2016). Task: Predict the reactants needed to synthesize the given product. (1) Given the product [CH2:1]([O:3][C:4](=[O:24])[C:5]1[CH:10]=[CH:9][CH:8]=[C:7]([S:11][C:12]2[C:20]3[C:15](=[C:16]([F:22])[C:17]([Cl:21])=[CH:18][CH:19]=3)[N:14]([C:26]3[CH:27]=[N:28][N:29]([CH2:31][CH2:32][O:33][Si:34]([C:37]([CH3:40])([CH3:39])[CH3:38])([CH3:35])[CH3:36])[CH:30]=3)[C:13]=2[CH3:23])[CH:6]=1)[CH3:2], predict the reactants needed to synthesize it. The reactants are: [CH2:1]([O:3][C:4](=[O:24])[C:5]1[CH:10]=[CH:9][CH:8]=[C:7]([S:11][C:12]2[C:20]3[C:15](=[C:16]([F:22])[C:17]([Cl:21])=[CH:18][CH:19]=3)[NH:14][C:13]=2[CH3:23])[CH:6]=1)[CH3:2].Br[C:26]1[CH:27]=[N:28][N:29]([CH2:31][CH2:32][O:33][Si:34]([C:37]([CH3:40])([CH3:39])[CH3:38])([CH3:36])[CH3:35])[CH:30]=1. (2) Given the product [C:1]([O:5][C:6]([N:8]1[CH2:14][CH2:13][C:12]2[CH:15]=[CH:16][C:17]([O:19][S:29]([C:28]([F:41])([F:40])[F:27])(=[O:31])=[O:30])=[CH:18][C:11]=2[CH2:10][CH2:9]1)=[O:7])([CH3:4])([CH3:2])[CH3:3], predict the reactants needed to synthesize it. The reactants are: [C:1]([O:5][C:6]([N:8]1[CH2:14][CH2:13][C:12]2[CH:15]=[CH:16][C:17]([OH:19])=[CH:18][C:11]=2[CH2:10][CH2:9]1)=[O:7])([CH3:4])([CH3:3])[CH3:2].C(N(CC)CC)C.[F:27][C:28]([F:41])([F:40])[S:29](O[S:29]([C:28]([F:41])([F:40])[F:27])(=[O:31])=[O:30])(=[O:31])=[O:30].C(=O)(O)[O-].[Na+]. (3) Given the product [ClH:19].[CH3:1][O:2][N:3]([CH3:18])[C:4]1[CH:9]=[C:8]([NH:10][CH2:11][C:12]#[CH:13])[N:7]=[C:6]([NH:14][CH2:15][CH2:16][CH3:17])[N:5]=1, predict the reactants needed to synthesize it. The reactants are: [CH3:1][O:2][N:3]([CH3:18])[C:4]1[CH:9]=[C:8]([NH:10][CH2:11][C:12]#[CH:13])[N:7]=[C:6]([NH:14][CH2:15][CH2:16][CH3:17])[N:5]=1.[ClH:19].C(OCC)C.Cl.CON(C)C1C=C(NCCC)N=C(NCC#C)N=1.